This data is from Full USPTO retrosynthesis dataset with 1.9M reactions from patents (1976-2016). The task is: Predict the reactants needed to synthesize the given product. (1) Given the product [N:29]1[CH:30]=[CH:31][CH:32]=[C:27]([C:2]#[C:1][C:3]2[N:4]=[CH:5][N:6]3[C:11]([C:12]([F:15])([F:14])[F:13])=[CH:10][C:9]([C:16]4[CH:21]=[CH:20][C:19]([C:22]([F:25])([F:24])[F:23])=[CH:18][CH:17]=4)=[N:8][C:7]=23)[CH:28]=1, predict the reactants needed to synthesize it. The reactants are: [C:1]([C:3]1[N:4]=[CH:5][N:6]2[C:11]([C:12]([F:15])([F:14])[F:13])=[CH:10][C:9]([C:16]3[CH:21]=[CH:20][C:19]([C:22]([F:25])([F:24])[F:23])=[CH:18][CH:17]=3)=[N:8][C:7]=12)#[CH:2].Br[C:27]1[CH:28]=[N:29][CH:30]=[CH:31][CH:32]=1. (2) Given the product [CH3:21][P:19]([C:16]1[CH:17]=[CH:18][C:13]([NH:12][C:4]2[N:3]=[C:2]([N:34]3[CH2:35][CH2:36][N:31]([CH3:30])[CH2:32][CH2:33]3)[C:7]([C:8]([F:11])([F:10])[F:9])=[CH:6][N:5]=2)=[CH:14][CH:15]=1)([CH3:22])=[O:20], predict the reactants needed to synthesize it. The reactants are: Cl[C:2]1[C:7]([C:8]([F:11])([F:10])[F:9])=[CH:6][N:5]=[C:4]([NH:12][C:13]2[CH:18]=[CH:17][C:16]([P:19]([CH3:22])([CH3:21])=[O:20])=[CH:15][CH:14]=2)[N:3]=1.C(N(CC)CC)C.[CH3:30][N:31]1[CH2:36][CH2:35][NH:34][CH2:33][CH2:32]1. (3) Given the product [OH:6][C:7]1([C:2]2[S:1][CH:5]=[CH:4][N:3]=2)[CH2:16][CH2:15][CH2:14][C:13]2[C:12]([C:17]([O:19][CH3:20])=[O:18])=[CH:11][CH:10]=[CH:9][C:8]1=2, predict the reactants needed to synthesize it. The reactants are: [S:1]1[CH:5]=[CH:4][N:3]=[CH:2]1.[O:6]=[C:7]1[CH2:16][CH2:15][CH2:14][C:13]2[C:12]([C:17]([O:19][CH3:20])=[O:18])=[CH:11][CH:10]=[CH:9][C:8]1=2.CO. (4) Given the product [NH2:9][C:3]1[N:4]=[CH:5][N:6]=[C:7]([N:11]2[CH2:10][C:13]3([CH2:14][CH2:15][N:16]([C:19](=[O:21])[CH:42]=[CH2:43])[CH2:17][CH2:18]3)[CH2:12]2)[C:2]=1[C:30]1[CH:31]=[CH:32][C:27]([O:26][C:33]2[CH:38]=[CH:37][CH:36]=[CH:35][CH:34]=2)=[CH:28][CH:29]=1, predict the reactants needed to synthesize it. The reactants are: Cl[C:2]1[C:3]([NH2:9])=[N:4][CH:5]=[N:6][C:7]=1Cl.[CH2:10]1[C:13]2([CH2:18][CH2:17][N:16]([C:19]([O:21]C(C)(C)C)=O)[CH2:15][CH2:14]2)[CH2:12][NH:11]1.[O:26]([C:33]1[CH:38]=[CH:37][C:36](B(O)O)=[CH:35][CH:34]=1)[C:27]1[CH:32]=[CH:31][CH:30]=[CH:29][CH:28]=1.[C:42](Cl)(=O)[CH:43]=C. (5) Given the product [Cl:42][C:39]1[S:38][C:37]([CH:36]=[CH:35][S:32]([N:28]2[CH:2]([CH2:3][OH:5])[CH2:26][N:25]([CH2:24][C:16]3[NH:15][C:23]4[CH:22]=[CH:21][N:20]=[CH:19][C:18]=4[CH:17]=3)[C:30](=[O:31])[CH2:29]2)(=[O:34])=[O:33])=[CH:41][CH:40]=1, predict the reactants needed to synthesize it. The reactants are: F[C:2](F)(F)[C:3]([OH:5])=O.C(OC([N:15]1[C:23]2[CH:22]=[CH:21][N:20]=[CH:19][C:18]=2[CH:17]=[C:16]1[CH2:24][N:25]1[C:30](=[O:31])[CH2:29][N:28]([S:32]([CH:35]=[CH:36][C:37]2[S:38][C:39]([Cl:42])=[CH:40][CH:41]=2)(=[O:34])=[O:33])C[CH:26]1CO)=O)(C)(C)C.